Dataset: Experimentally validated miRNA-target interactions with 360,000+ pairs, plus equal number of negative samples. Task: Binary Classification. Given a miRNA mature sequence and a target amino acid sequence, predict their likelihood of interaction. (1) The miRNA is hsa-miR-3612 with sequence AGGAGGCAUCUUGAGAAAUGGA. The protein sequence of the target gene is MAMSLLQDWCRSLDVDAHRALLVTGIPEGLEQADVEAVLQPTLLPLGTFRLRHMKALMNEKAQAALVEFVEDVNHAAIPREIPGKDGVWRVLWKDRAQDTRVLRQMRRLLLDDGPTQAAEAGTPGEAPTPPASETQAQDSGEVTGQAGSLLGAARNPRRGRRGRRNRTRRNRLTQKGKKRSRGGRPSAPARSEAEDSSDESLGIVIEEIDQGDLSGEEDQSALYATLQAAARELVRQWAPCNSEGEEDGPREFLALVTVTDKSKKEEAEKEPAGAESIRLNTKEDKNGVPDLVALLAVRD.... Result: 1 (interaction). (2) The miRNA is hsa-miR-3121-3p with sequence UAAAUAGAGUAGGCAAAGGACA. The protein sequence of the target gene is MPRKKPFSVKQKKKQLQDKRERKRGLQDGLRSSSNSRSGSRERREEQTDTSDGESVTHHIRRLNQQPSQGLGPRGYDPNRYRLHFERDSREEVERRKRAAREQVLQPVSAEVLELDIREVYQPGSVLDFPRRPPWSYEMSKEQLMSQEERSFQEYLGKIHGAYTSEKLSYFEHNLETWRQLWRVLEMSDIVLLITDIRHPVVNFPPALYEYVTGELGLALVLVLNKVDLAPPALVVAWKHYFHQCYPQLHIVLFTSFPRDTRTPQEPGGVLKKNRRRGKGWTRALGPEQLLRACEAITVG.... Result: 0 (no interaction). (3) The miRNA is hsa-miR-7162-3p with sequence UCUGAGGUGGAACAGCAGC. The protein sequence of the target gene is MWQPRRPWPRVPWRWALALLALVGAGLCHAGPQPGYPARPSARNKNWCAYIVNKNVSCSVLEGSESFIQAQYNCAWNQMPCPSALVYRVNFRPRYVTRYKTVTQLEWRCCPGFRGGDCQEGPKDPVKTLRPTPARPRNSLKKATDNEPSQFSEPRKTLSPTGTAQPSWGVDPKEGPQELQEKKIQVLEEKVLRLTRTVLDLQSSLAGVSENLKHATQDDASRTRAPGLSSQHPKPDTTVSGDTETGQSPGVFNTKESGMKDIKSELAEVKDTLKNKSDKLEELDGKVKGYEGQLRQLQEA.... Result: 1 (interaction). (4) The miRNA is hsa-miR-491-3p with sequence CUUAUGCAAGAUUCCCUUCUAC. The protein sequence of the target gene is MNGGKECDGGDKEGGLAAIQVPVGWQRRVDHNGVLYISPSGSLLSCLDQVKTYLLTDGTCKCGLECPLILPKVFNFDPGAAVKQRTAEDVKADDDVTKLCIHKRKIIAVATLHQSMEAPHPSLVLTSPGGGTNATPVVPSRAATPRSVRNKSHEGITNSVMPECKNPFKLMTGSSNAMGRLYMQDLPGSQQQELHPVYPRQRLGSSEHGQKSPFRGSHGGLPSPASSGSQIYGDGSISPRTDPLGSPDVFTRNNPGFHGAPNSSPIHLNRTPLSPPSVMLHGSPVQSSCAMAGRTNIPLS.... Result: 0 (no interaction). (5) The protein sequence of the target gene is MWLKLFFLLLYFLVLFVLARFFEAIVWYETGIFATQLVDPVALSFKKLKTILECRGLGYSGLPEKKDVRELVEKSGDLMEGELYSALKEEEASESVSSTNFSGEMHFYELVEDTKDGIWLVQVIANDRSPLVGKIHWEKMVKKVSRFGIRTGTFNCSSDPRYCRRRGWVRSTLIMSVPQTSTSKGKVMLKEYSGRKIEVEHIFKWITAHAASRIKTIYNVEHLKEEWNKSDQYWVKIYLFANLDQPPAFFSALSIKFTGRVEFIFVNVENWNNKSYMTDIGIYNMPSYILRTPEGIYRYG.... Result: 0 (no interaction). The miRNA is hsa-miR-4270 with sequence UCAGGGAGUCAGGGGAGGGC. (6) The miRNA is hsa-miR-4289 with sequence GCAUUGUGCAGGGCUAUCA. The protein sequence of the target gene is MRGTSIREGAPKTLLARALYDNHADCSDELAFSRGDILTIVEQNVPESEGWWRCLLHGRQGLAPANRLQVLRETPADRPCPLLPRGPDTDLTSSGAPYQVQDLISPPPQGPVYEPMRSWVEGPSPATAQVYELPESPSSARIICEKTLSFPKQALSVLPRPTRASLPTLPSQVYDVPVQRQGFSTLERLEKQQFYDIPTSSQKALLHSSTSQGRDVTLAPTMAFRQGGGYNPLSSPQKSERIHDTPVLLEKADVRNVSMTSFTKDSGSRAIPGSSAVHTGAVALSPQLGNTVQRKNSLPE.... Result: 0 (no interaction). (7) The miRNA is hsa-miR-3621 with sequence CGCGGGUCGGGGUCUGCAGG. The protein sequence of the target gene is MSAARLSAVAQSTVYAFSARPLAGGEPVSLGSLRGKVLLIENVASLUGTTTRDYTEMNDLQKRLGPRGLVVLGFPCNQFGHQENGKNEEILNSLKYVRPGGGFEPNFTLFEKCEVNGEKAHPLFTFLRNALPAPSDDPTALMTDPKYIIWSPVCRNDISWNFEKFLVGPDGVPVRRYSRRFRTIDIEPDIEALLSKQPSNP. Result: 0 (no interaction). (8) The miRNA is cel-miR-1819-3p with sequence UGGAAUGAUUGAGCUUGAUGGA. The protein sequence of the target gene is MSKEERPGREEILECQVMWEPDSKKNTQMDRFRAAVGAACGLALESYDDLYHWSVESYSDFWAEFWKFSGIVFSRVYDEVVDTSKGIADVPEWFKGSRLNYAENLLRHKENDRVALYIAREGKEEIVKVTFEELRQEVALFAAAMRKMGVKKGDRVVGYLPNSEHAVEAMLAAASIGAIWSSTSPDFGVNGVLDRFSQIQPKLIFSVEAVVYNGKEHNHMEKLQQVVKGLPDLKKVVVIPYVSSRENIDLSKIPNSVFLDDFLATGTSEQAPQLEFEQLPFSHPLFIMFSSGTTGAPKCM.... Result: 0 (no interaction). (9) Result: 0 (no interaction). The miRNA is ath-miR173-5p with sequence UUCGCUUGCAGAGAGAAAUCAC. The protein sequence of the target gene is MAEHPPLLDTTQILSSDISLLSAPIVSADGTQQVILVQVNPGEAFTIRREDGQFQCITGPAQVPMMSPNGSVPPIYVPPGYAPQVIEDNGVRRVVVVPQAPEFHPGSHTVLHRSPHPPLPGFIPVPTMMPPPPRHMYSPVTGAGDMTTQYMPQYQSSQVYGDVDAHSTHGRSNFRDERSSKTYERLQKKLKDRQGTQKDKMSSPPSSPQKCPSPINEHNGLIKGQIAGGINTGSAKIKSGKGKGGTQVDTEIEEKDEETKAFEALLSNIVKPVASDIQARTVVLTWSPPSSLINGETDES....